Dataset: Forward reaction prediction with 1.9M reactions from USPTO patents (1976-2016). Task: Predict the product of the given reaction. (1) Given the reactants Cl[C:2]1[C:7]([C:8]#[N:9])=[CH:6][N:5]=[C:4]2[NH:10][C:11]([C:13]3[CH:18]=[CH:17][C:16]([O:19][CH2:20][CH2:21][N:22]4[CH2:27][CH2:26][O:25][CH2:24][CH2:23]4)=[CH:15][CH:14]=3)=[N:12][C:3]=12.[NH2:28][C:29]1[CH:34]=[CH:33][CH:32]=[CH:31][CH:30]=1, predict the reaction product. The product is: [NH:28]([C:2]1[C:7]([C:8]#[N:9])=[CH:6][N:5]=[C:4]2[NH:10][C:11]([C:13]3[CH:14]=[CH:15][C:16]([O:19][CH2:20][CH2:21][N:22]([CH2:27][CH2:26][O:25][CH3:24])[CH3:23])=[CH:17][CH:18]=3)=[N:12][C:3]=12)[C:29]1[CH:34]=[CH:33][CH:32]=[CH:31][CH:30]=1. (2) Given the reactants O1CCOCC1.[ClH:7].C(OC(=O)[NH:14][C@H:15]([C:19]([N:21]1[CH2:26][CH2:25][CH:24]([O:27][C:28]2[CH:33]=[CH:32][C:31]([F:34])=[CH:30][C:29]=2[F:35])[CH2:23][CH2:22]1)=[O:20])[CH:16]([CH3:18])[CH3:17])(C)(C)C, predict the reaction product. The product is: [ClH:7].[F:35][C:29]1[CH:30]=[C:31]([F:34])[CH:32]=[CH:33][C:28]=1[O:27][CH:24]1[CH2:25][CH2:26][N:21]([C:19](=[O:20])[C@@H:15]([NH2:14])[CH:16]([CH3:18])[CH3:17])[CH2:22][CH2:23]1. (3) Given the reactants [CH3:1][NH2:2].[C:3]1(=[O:8])[CH2:7][CH2:6][CH:5]=[CH:4]1.[C:9](OC(O[C:20]([CH3:23])([CH3:22])[CH3:21])=O)([O:11][C:12]([CH3:15])([CH3:14])[CH3:13])=[O:10], predict the reaction product. The product is: [C:12]([O:8][CH2:3][CH3:7])(=[O:11])[CH3:13].[CH3:3][CH2:4][CH2:23][CH:20]([CH3:21])[CH3:22].[C:12]([O:11][C:9]([CH2:1][NH:2][CH:5]1[CH2:6][CH2:7][C:3](=[O:8])[CH2:4]1)=[O:10])([CH3:15])([CH3:14])[CH3:13]. (4) Given the reactants [N+:1]([C:4]1[CH:9]=[CH:8][C:7]([NH2:10])=[C:6]([S:11][C:12]#[N:13])[C:5]=1[NH2:14])([O-])=O.O.O.[Sn](Cl)(Cl)(Cl)Cl, predict the reaction product. The product is: [S:11]1[C:6]2=[C:7]([NH2:10])[CH:8]=[CH:9][C:4]([NH2:1])=[C:5]2[N:14]=[C:12]1[NH2:13]. (5) Given the reactants [CH3:1][C:2]([CH3:8])([CH3:7])[CH2:3][C:4](Cl)=[O:5].[CH3:9][C:10]1[CH:14]=[C:13]([N:15]2[C:19]3[CH:20]=[C:21]([C:24]([F:27])([F:26])[F:25])[CH:22]=[CH:23][C:18]=3[N:17]=[C:16]2[NH2:28])[O:12][N:11]=1.C(N(CC)CC)C.N, predict the reaction product. The product is: [CH3:1][C:2]([CH3:8])([CH3:7])[CH2:3][C:4]([NH:28][C:16]1[N:15]([C:13]2[O:12][N:11]=[C:10]([CH3:9])[CH:14]=2)[C:19]2[CH:20]=[C:21]([C:24]([F:27])([F:26])[F:25])[CH:22]=[CH:23][C:18]=2[N:17]=1)=[O:5].